From a dataset of Full USPTO retrosynthesis dataset with 1.9M reactions from patents (1976-2016). Predict the reactants needed to synthesize the given product. (1) The reactants are: C[O:2][C:3]([C:5]1[S:6][C:7]([C:27]2[CH:32]=[CH:31][CH:30]=[CH:29][CH:28]=2)=[CH:8][C:9]=1[N:10]([C:18]([C@H:20]1[CH2:25][CH2:24][C@H:23]([CH3:26])[CH2:22][CH2:21]1)=[O:19])[CH:11]1[CH2:16][CH2:15][N:14]([CH3:17])[CH2:13][CH2:12]1)=[O:4].[Li+].[OH-].[ClH:35]. Given the product [Cl-:35].[C:3]([C:5]1[S:6][C:7]([C:27]2[CH:32]=[CH:31][CH:30]=[CH:29][CH:28]=2)=[CH:8][C:9]=1[N:10]([C:18]([C@H:20]1[CH2:21][CH2:22][C@H:23]([CH3:26])[CH2:24][CH2:25]1)=[O:19])[CH:11]1[CH2:16][CH2:15][NH+:14]([CH3:17])[CH2:13][CH2:12]1)([OH:4])=[O:2], predict the reactants needed to synthesize it. (2) Given the product [C:1]([O:5][C:6]([NH:8][C@H:9]1[CH2:13][CH2:12][N:11]([C:14]2[N:23]=[C:22]3[C:17]([C:18](=[O:40])[C:19]([C:35]([OH:37])=[O:36])=[CH:20][N:21]3[CH2:24][C:25]3[CH:30]=[CH:29][C:28]([O:31][CH3:32])=[CH:27][C:26]=3[O:33][CH3:34])=[CH:16][C:15]=2[F:41])[CH2:10]1)=[O:7])([CH3:4])([CH3:2])[CH3:3], predict the reactants needed to synthesize it. The reactants are: [C:1]([O:5][C:6]([NH:8][C@H:9]1[CH2:13][CH2:12][N:11]([C:14]2[N:23]=[C:22]3[C:17]([C:18](=[O:40])[C:19]([C:35]([O:37]CC)=[O:36])=[CH:20][N:21]3[CH2:24][C:25]3[CH:30]=[CH:29][C:28]([O:31][CH3:32])=[CH:27][C:26]=3[O:33][CH3:34])=[CH:16][C:15]=2[F:41])[CH2:10]1)=[O:7])([CH3:4])([CH3:3])[CH3:2].[Li+].[OH-]. (3) Given the product [P:17]([O:9][CH2:8][C:7]([CH3:11])([CH3:10])[CH2:6][NH:5][CH2:4][CH2:3][C:2]([CH3:13])([CH3:12])[CH3:1])([O:18][C:19]([CH3:20])([CH3:21])[CH3:22])([O:23][C:24]([CH3:25])([CH3:26])[CH3:27])=[O:43], predict the reactants needed to synthesize it. The reactants are: [CH3:1][C:2]([CH3:13])([CH3:12])[CH2:3][CH2:4][NH:5][CH2:6][C:7]([CH3:11])([CH3:10])[CH2:8][OH:9].C(N(CC)[P:17]([O:23][C:24]([CH3:27])([CH3:26])[CH3:25])[O:18][C:19]([CH3:22])([CH3:21])[CH3:20])C.N1C=NN=N1.C1C=C(Cl)C=C(C(OO)=[O:43])C=1. (4) Given the product [Cl:13][C:7]1[CH:8]=[C:9]([OH:12])[CH:10]=[C:11]2[C:6]=1[N:5]=[C:4]([C:14]1[CH:19]=[CH:18][C:17]([OH:20])=[C:16]([F:21])[CH:15]=1)[CH:3]=[C:2]2[CH:22]=[CH2:23], predict the reactants needed to synthesize it. The reactants are: Br[C:2]1[C:11]2[C:6](=[C:7]([Cl:13])[CH:8]=[C:9]([OH:12])[CH:10]=2)[N:5]=[C:4]([C:14]2[CH:19]=[CH:18][C:17]([OH:20])=[C:16]([F:21])[CH:15]=2)[CH:3]=1.[CH2:22]([Sn](CCCC)(CCCC)C=C)[CH2:23]CC.